Dataset: Reaction yield outcomes from USPTO patents with 853,638 reactions. Task: Predict the reaction yield, written as a fraction of the theoretical maximum amount of product (1.0 means a 100% yield; for example, 0.34 means a 34% yield). (1) The reactants are Cl.Cl.[F:3][C:4]1[CH:9]=[C:8]([F:10])[CH:7]=[CH:6][C:5]=1[C:11]1[CH:16]=[CH:15][N:14]=[C:13]([N:17]2[CH2:22][CH2:21][NH:20][CH2:19][CH2:18]2)[CH:12]=1.C(N(CC)C(C)C)(C)C.[CH3:32][C:33]1[C:37]([CH3:38])=[C:36]([NH:39][C:40](=O)[O:41]CC(Cl)(Cl)Cl)[O:35][N:34]=1.O. The catalyst is CS(C)=O. The product is [F:3][C:4]1[CH:9]=[C:8]([F:10])[CH:7]=[CH:6][C:5]=1[C:11]1[CH:16]=[CH:15][N:14]=[C:13]([N:17]2[CH2:18][CH2:19][N:20]([C:40]([NH:39][C:36]3[O:35][N:34]=[C:33]([CH3:32])[C:37]=3[CH3:38])=[O:41])[CH2:21][CH2:22]2)[CH:12]=1. The yield is 0.230. (2) The reactants are [H-].[Na+].[Br:3][C:4]1[CH:17]=[CH:16][C:7]([O:8][CH2:9][CH2:10][CH:11]([CH2:14][OH:15])[CH2:12][OH:13])=[CH:6][CH:5]=1.[S:18](Cl)([C:21]1[CH:27]=[CH:26][C:24]([CH3:25])=[CH:23][CH:22]=1)(=[O:20])=[O:19]. The catalyst is O1CCCC1. The product is [CH3:25][C:24]1[CH:26]=[CH:27][C:21]([S:18]([O:13][CH2:12][CH:11]([CH2:14][OH:15])[CH2:10][CH2:9][O:8][C:7]2[CH:6]=[CH:5][C:4]([Br:3])=[CH:17][CH:16]=2)(=[O:20])=[O:19])=[CH:22][CH:23]=1. The yield is 0.460. (3) The reactants are [N+:1]([C:4]1[NH:8][CH:7]=[N:6][C:5]=1/[CH:9]=[CH:10]/[C:11]1[CH:18]=[CH:17][C:14]([C:15]#[N:16])=[CH:13][CH:12]=1)([O-])=O. The catalyst is [Pd].CO. The product is [NH2:1][C:4]1[NH:8][CH:7]=[N:6][C:5]=1/[CH:9]=[CH:10]/[C:11]1[CH:18]=[CH:17][C:14]([C:15]#[N:16])=[CH:13][CH:12]=1. The yield is 0.690.